Task: Predict the reaction yield, written as a fraction of the theoretical maximum amount of product (1.0 means a 100% yield; for example, 0.34 means a 34% yield).. Dataset: Reaction yield outcomes from USPTO patents with 853,638 reactions (1) The product is [Cl:40][C:25]1[C:26]([NH:28][C@@H:29]2[CH2:34][CH2:33][CH2:32][CH2:31][C@H:30]2[NH:35][S:36]([CH3:39])(=[O:38])=[O:37])=[N:27][C:22]([NH:20][C:4]2[CH:5]=[CH:6][C:7]3[CH2:13][CH2:12][CH:11]([N:14]([CH2:16][CH2:17][O:18][CH3:19])[CH3:15])[CH2:10][CH2:9][C:8]=3[C:3]=2[O:2][CH3:1])=[N:23][CH:24]=1. The yield is 0.425. The reactants are [CH3:1][O:2][C:3]1[C:8]2[CH2:9][CH2:10][CH:11]([N:14]([CH2:16][CH2:17][O:18][CH3:19])[CH3:15])[CH2:12][CH2:13][C:7]=2[CH:6]=[CH:5][C:4]=1[NH2:20].Cl[C:22]1[N:27]=[C:26]([NH:28][C@@H:29]2[CH2:34][CH2:33][CH2:32][CH2:31][C@H:30]2[NH:35][S:36]([CH3:39])(=[O:38])=[O:37])[C:25]([Cl:40])=[CH:24][N:23]=1. No catalyst specified. (2) The reactants are [Br:1][C:2]1[CH:7]=[CH:6][C:5]([C@@H:8]([N:10]2[CH2:15][CH2:14][C@@:13]([C:20]3[CH:25]=[CH:24][C:23]([F:26])=[CH:22][CH:21]=3)([CH2:16][C:17](=[O:19])[CH3:18])[O:12][C:11]2=[O:27])[CH3:9])=[CH:4][CH:3]=1.[CH3:28][Mg]Br. The catalyst is C1COCC1. The product is [Br:1][C:2]1[CH:7]=[CH:6][C:5]([C@@H:8]([N:10]2[CH2:15][CH2:14][C@@:13]([C:20]3[CH:21]=[CH:22][C:23]([F:26])=[CH:24][CH:25]=3)([CH2:16][C:17]([OH:19])([CH3:28])[CH3:18])[O:12][C:11]2=[O:27])[CH3:9])=[CH:4][CH:3]=1. The yield is 0.460. (3) The reactants are [CH2:1]([C:3]([C:21]1[CH:34]=[CH:33][C:24]([O:25][CH2:26][CH:27]([OH:32])[C:28]([CH3:31])([CH3:30])[CH3:29])=[C:23]([CH3:35])[CH:22]=1)([C:6]1[CH:11]=[CH:10][C:9]([CH2:12][NH:13][CH2:14][CH2:15][S:16]([CH3:19])(=[O:18])=[O:17])=[C:8]([CH3:20])[CH:7]=1)[CH2:4][CH3:5])[CH3:2].C([O-])(O)=O.[Na+].C1COCC1.[CH3:46][C:47]([O:50][C:51](O[C:51]([O:50][C:47]([CH3:49])([CH3:48])[CH3:46])=[O:52])=[O:52])([CH3:49])[CH3:48]. The catalyst is O. The product is [CH2:1]([C:3]([C:6]1[CH:11]=[CH:10][C:9]([CH2:12][N:13]([CH2:14][CH2:15][S:16]([CH3:19])(=[O:18])=[O:17])[C:51](=[O:52])[O:50][C:47]([CH3:49])([CH3:48])[CH3:46])=[C:8]([CH3:20])[CH:7]=1)([C:21]1[CH:34]=[CH:33][C:24]([O:25][CH2:26][CH:27]([OH:32])[C:28]([CH3:30])([CH3:29])[CH3:31])=[C:23]([CH3:35])[CH:22]=1)[CH2:4][CH3:5])[CH3:2]. The yield is 0.740. (4) The reactants are Cl[S:2]([C:5]1[CH:6]=[C:7]2[C:11](=[CH:12][CH:13]=1)[NH:10][C:9](=[O:14])[CH2:8]2)(=[O:4])=[O:3].[OH-].[NH4+:16]. The catalyst is C(O)C. The product is [NH2:16][S:2]([C:5]1[CH:6]=[C:7]2[C:11](=[CH:12][CH:13]=1)[NH:10][C:9](=[O:14])[CH2:8]2)(=[O:4])=[O:3]. The yield is 0.200. (5) The reactants are [Si]([O:8][CH2:9][C@@H:10]1[C@@H:14]([O:15][Si:16]([CH:23]([CH3:25])[CH3:24])([CH:20]([CH3:22])[CH3:21])[CH:17]([CH3:19])[CH3:18])[CH2:13][C@H:12]([NH:26][C:27]2[C:32]([C:33]([C:35]3[O:36][CH:37]=[C:38]([CH2:40][O:41][Si:42]([CH:49]([CH3:51])[CH3:50])([CH:46]([CH3:48])[CH3:47])[CH:43]([CH3:45])[CH3:44])[CH:39]=3)=[O:34])=[CH:31][N:30]=[CH:29][N:28]=2)[CH2:11]1)(C(C)(C)C)(C)C.Cl.C([O-])(O)=O.[Na+]. The catalyst is CCO. The product is [OH:8][CH2:9][C@@H:10]1[C@@H:14]([O:15][Si:16]([CH:17]([CH3:19])[CH3:18])([CH:23]([CH3:25])[CH3:24])[CH:20]([CH3:22])[CH3:21])[CH2:13][C@H:12]([NH:26][C:27]2[C:32]([C:33]([C:35]3[O:36][CH:37]=[C:38]([CH2:40][O:41][Si:42]([CH:43]([CH3:45])[CH3:44])([CH:46]([CH3:48])[CH3:47])[CH:49]([CH3:51])[CH3:50])[CH:39]=3)=[O:34])=[CH:31][N:30]=[CH:29][N:28]=2)[CH2:11]1. The yield is 0.620.